Dataset: Catalyst prediction with 721,799 reactions and 888 catalyst types from USPTO. Task: Predict which catalyst facilitates the given reaction. Reactant: C[O:2][C:3](=[O:44])[CH:4]([NH:14][C:15]([C:17]1[N:18]=[C:19]([C:34]2[CH:39]=[CH:38][C:37]([C:40]([F:43])([F:42])[F:41])=[CH:36][CH:35]=2)[NH:20][C:21]=1[C:22]1[CH:27]=[CH:26][C:25]([C:28]2[CH:33]=[CH:32][CH:31]=[CH:30][CH:29]=2)=[CH:24][CH:23]=1)=[O:16])[CH2:5][S:6][CH2:7][C:8]1[CH:13]=[CH:12][CH:11]=[CH:10][CH:9]=1.[OH-:45].[Na+]. Product: [C:25]1([C:28]2[CH:33]=[CH:32][CH:31]=[CH:30][CH:29]=2)[CH:26]=[CH:27][C:22]([C:21]2[NH:20][C:19]([C:34]3[CH:39]=[CH:38][C:37]([C:40]([F:43])([F:42])[F:41])=[CH:36][CH:35]=3)=[N:18][C:17]=2[C:15]([NH:14][C@@H:4]([CH2:5][S:6]([CH2:7][C:8]2[CH:13]=[CH:12][CH:11]=[CH:10][CH:9]=2)=[O:45])[C:3]([OH:2])=[O:44])=[O:16])=[CH:23][CH:24]=1. The catalyst class is: 1.